This data is from Reaction yield outcomes from USPTO patents with 853,638 reactions. The task is: Predict the reaction yield, written as a fraction of the theoretical maximum amount of product (1.0 means a 100% yield; for example, 0.34 means a 34% yield). (1) The reactants are Br[C:2]1[CH:3]=[C:4]([NH:10][C:11]2[CH:16]=[CH:15][C:14]([C:17]([N:19]3[CH2:24][CH2:23][O:22][CH2:21][C@@H:20]3[CH3:25])=[O:18])=[CH:13][N:12]=2)[C:5](=[O:9])[N:6]([CH3:8])[CH:7]=1.[C:26]([O:29][CH2:30][C:31]1[C:32]([N:40]2[CH2:51][CH2:50][N:49]3[C:42](=[CH:43][C:44]4[CH2:45][C:46]([CH3:53])([CH3:52])[CH2:47][C:48]=43)[C:41]2=[O:54])=[N:33][CH:34]=[CH:35][C:36]=1B(O)O)(=[O:28])[CH3:27].[O-]P([O-])([O-])=O.[K+].[K+].[K+].C([O-])(=O)C.[Na+]. The catalyst is C1C=CC(P(C2C=CC=CC=2)[C-]2C=CC=C2)=CC=1.C1C=CC(P(C2C=CC=CC=2)[C-]2C=CC=C2)=CC=1.Cl[Pd]Cl.[Fe+2].O.C(#N)C. The product is [C:26]([O:29][CH2:30][C:31]1[C:32]([N:40]2[CH2:51][CH2:50][N:49]3[C:42](=[CH:43][C:44]4[CH2:45][C:46]([CH3:53])([CH3:52])[CH2:47][C:48]=43)[C:41]2=[O:54])=[N:33][CH:34]=[CH:35][C:36]=1[C:2]1[CH:3]=[C:4]([NH:10][C:11]2[CH:16]=[CH:15][C:14]([C:17]([N:19]3[CH2:24][CH2:23][O:22][CH2:21][C@@H:20]3[CH3:25])=[O:18])=[CH:13][N:12]=2)[C:5](=[O:9])[N:6]([CH3:8])[CH:7]=1)(=[O:28])[CH3:27]. The yield is 0.470. (2) The reactants are [OH-].[Na+].C[O:4][C:5](=[O:35])[C:6]1[CH:11]=[C:10]([S:12](=[O:33])(=[O:32])[NH:13][C:14]2[CH:19]=[CH:18][C:17]([S:20][CH2:21][C:22]3[CH:27]=[CH:26][C:25]([C:28]([F:31])([F:30])[F:29])=[CH:24][CH:23]=3)=[CH:16][CH:15]=2)[CH:9]=[CH:8][C:7]=1[CH3:34]. The catalyst is CO. The product is [CH3:34][C:7]1[CH:8]=[CH:9][C:10]([S:12](=[O:33])(=[O:32])[NH:13][C:14]2[CH:15]=[CH:16][C:17]([S:20][CH2:21][C:22]3[CH:27]=[CH:26][C:25]([C:28]([F:31])([F:30])[F:29])=[CH:24][CH:23]=3)=[CH:18][CH:19]=2)=[CH:11][C:6]=1[C:5]([OH:35])=[O:4]. The yield is 0.940. (3) The product is [OH:19][C:13]1[CH:14]=[C:15]([C:2]#[C:1][C:3]2[CH:4]=[N:5][CH:6]=[C:7]([CH:10]=2)[C:8]#[N:9])[CH:16]=[CH:17][C:12]=1[F:11]. The reactants are [C:1]([C:3]1[CH:4]=[N:5][CH:6]=[C:7]([CH:10]=1)[C:8]#[N:9])#[CH:2].[F:11][C:12]1[CH:17]=[CH:16][C:15](I)=[CH:14][C:13]=1[OH:19].C(P(C(C)(C)C)C(C)(C)C)(C)(C)C.C(NCC)C. The yield is 0.420. The catalyst is O1CCOCC1.C(OCC)C.[Cu]I. (4) The reactants are C([O:8][C:9]1[C:14](=[O:15])[N:13]2[CH:16]=[C:17]([N:21]3[CH2:26][CH2:25][O:24][CH2:23][CH2:22]3)[CH:18]=[C:19](Br)[C:12]2=[N:11][C:10]=1[C:27]1[O:28][C:29]([CH2:32][C:33]2[CH:38]=[CH:37][C:36]([F:39])=[CH:35][CH:34]=2)=[CH:30][N:31]=1)C1C=CC=CC=1.[Si]([I:44])(C)(C)C.CO.[O-]S([O-])(=S)=O.[Na+].[Na+]. The catalyst is C(#N)C. The product is [F:39][C:36]1[CH:37]=[CH:38][C:33]([CH2:32][C:29]2[O:28][C:27]([C:10]3[N:11]=[C:12]4[C:19]([I:44])=[CH:18][C:17]([N:21]5[CH2:22][CH2:23][O:24][CH2:25][CH2:26]5)=[CH:16][N:13]4[C:14](=[O:15])[C:9]=3[OH:8])=[N:31][CH:30]=2)=[CH:34][CH:35]=1. The yield is 0.600. (5) The reactants are [C:1]([O:5][C:6]([NH:8][C@@H:9]([C:13]([CH3:16])([CH3:15])[CH3:14])[C:10]([OH:12])=O)=[O:7])([CH3:4])([CH3:3])[CH3:2].[C@H:17]1([NH:27][C:28]([C@@H:30]2[CH2:39][C:38]3[C:33](=[CH:34][C:35]([C:40]([O:42][CH3:43])=[O:41])=[CH:36][CH:37]=3)[CH2:32][NH:31]2)=[O:29])[C:26]2[C:21](=[CH:22][CH:23]=[CH:24][CH:25]=2)[CH2:20][CH2:19][CH2:18]1.C(Cl)CCl.C1C=NC2N(O)N=NC=2C=1.CN1CCOCC1. The catalyst is C(Cl)Cl. The product is [C:1]([O:5][C:6]([NH:8][C@@H:9]([C:13]([CH3:16])([CH3:15])[CH3:14])[C:10]([N:31]1[C@H:30]([C:28](=[O:29])[NH:27][C@H:17]2[C:26]3[C:21](=[CH:22][CH:23]=[CH:24][CH:25]=3)[CH2:20][CH2:19][CH2:18]2)[CH2:39][C:38]2[C:33](=[CH:34][C:35]([C:40]([O:42][CH3:43])=[O:41])=[CH:36][CH:37]=2)[CH2:32]1)=[O:12])=[O:7])([CH3:2])([CH3:3])[CH3:4]. The yield is 1.00.